Dataset: Forward reaction prediction with 1.9M reactions from USPTO patents (1976-2016). Task: Predict the product of the given reaction. (1) Given the reactants [O:1]([C:8]1[CH:13]=[CH:12][CH:11]=[CH:10][C:9]=1[NH:14][S:15]([C:18]1[CH:30]=[CH:29][C:21]([C:22]([NH:24][CH2:25][C:26]([OH:28])=O)=[O:23])=[CH:20][CH:19]=1)(=[O:17])=[O:16])[C:2]1[CH:7]=[CH:6][CH:5]=[CH:4][CH:3]=1.[CH3:31][C:32]1[S:36][C:35]([NH2:37])=[N:34][CH:33]=1, predict the reaction product. The product is: [CH3:31][C:32]1[S:36][C:35]([NH:37][C:26]([CH2:25][NH:24][C:22](=[O:23])[C:21]2[CH:20]=[CH:19][C:18]([S:15](=[O:16])(=[O:17])[NH:14][C:9]3[CH:10]=[CH:11][CH:12]=[CH:13][C:8]=3[O:1][C:2]3[CH:3]=[CH:4][CH:5]=[CH:6][CH:7]=3)=[CH:30][CH:29]=2)=[O:28])=[N:34][CH:33]=1. (2) Given the reactants [OH:1][C:2]1[CH:7]=[CH:6][C:5]([N:8]2[CH2:13][CH2:12][CH:11]([N:14]([CH3:32])[C:15]([N:17]3[CH:21]=[C:20]([C:22]4[CH:27]=[CH:26][CH:25]=[C:24]([NH:28][C:29]([NH2:31])=[O:30])[CH:23]=4)[N:19]=[CH:18]3)=[O:16])[CH2:10][CH2:9]2)=[CH:4][CH:3]=1.[ClH:33].C(OCC)C, predict the reaction product. The product is: [ClH:33].[OH:1][C:2]1[CH:3]=[CH:4][C:5]([N:8]2[CH2:13][CH2:12][CH:11]([N:14]([CH3:32])[C:15]([N:17]3[CH:21]=[C:20]([C:22]4[CH:27]=[CH:26][CH:25]=[C:24]([NH:28][C:29]([NH2:31])=[O:30])[CH:23]=4)[N:19]=[CH:18]3)=[O:16])[CH2:10][CH2:9]2)=[CH:6][CH:7]=1. (3) Given the reactants [CH3:1][NH2:2].[CH2:3]([CH:7]([CH2:13][C:14]1[CH:19]=[CH:18][C:17]([O:20][CH2:21][CH2:22][CH2:23]OS(C)(=O)=O)=[CH:16][CH:15]=1)[C:8]([O:10][CH2:11][CH3:12])=[O:9])[CH2:4][CH2:5][CH3:6], predict the reaction product. The product is: [CH2:3]([CH:7]([CH2:13][C:14]1[CH:19]=[CH:18][C:17]([O:20][CH2:21][CH2:22][CH2:23][NH:2][CH3:1])=[CH:16][CH:15]=1)[C:8]([O:10][CH2:11][CH3:12])=[O:9])[CH2:4][CH2:5][CH3:6]. (4) Given the reactants [F:1][C:2]1[CH:14]=[N:13][CH:12]=[CH:11][C:3]=1[C:4]([NH:6][CH2:7][CH:8]([OH:10])[CH3:9])=[O:5].C(N(CC)CC)C, predict the reaction product. The product is: [F:1][C:2]1[CH:14]=[N:13][CH:12]=[CH:11][C:3]=1[C:4]([NH:6][CH2:7][C:8](=[O:10])[CH3:9])=[O:5]. (5) The product is: [F:20][C:17]([F:18])([F:19])[C:12]([C:3]1[CH:4]=[CH:5][C:6]2[C:11](=[CH:10][CH:9]=[CH:8][CH:7]=2)[C:2]=1[NH:1][C:27](=[O:28])[C:26]1[CH:30]=[CH:31][CH:32]=[C:24]([C:23]([F:22])([F:33])[F:34])[CH:25]=1)([OH:21])[C:13]([F:14])([F:15])[F:16]. Given the reactants [NH2:1][C:2]1[C:11]2[C:6](=[CH:7][CH:8]=[CH:9][CH:10]=2)[CH:5]=[CH:4][C:3]=1[C:12]([OH:21])([C:17]([F:20])([F:19])[F:18])[C:13]([F:16])([F:15])[F:14].[F:22][C:23]([F:34])([F:33])[C:24]1[CH:25]=[C:26]([CH:30]=[CH:31][CH:32]=1)[C:27](Cl)=[O:28], predict the reaction product. (6) Given the reactants [C:1]([C:4]1[CH:9]=[CH:8][C:7]([S:10]([NH:13][CH3:14])(=[O:12])=[O:11])=[CH:6][CH:5]=1)(=[O:3])[CH3:2].[CH3:15][O:16][C:17]1[CH:24]=[C:23]([O:25][CH3:26])[C:22]([C:27]2[N:28]([CH3:36])[C:29]3[C:34]([CH:35]=2)=[CH:33][CH:32]=[CH:31][CH:30]=3)=[CH:21][C:18]=1[CH:19]=O, predict the reaction product. The product is: [CH3:15][O:16][C:17]1[CH:24]=[C:23]([O:25][CH3:26])[C:22]([C:27]2[N:28]([CH3:36])[C:29]3[C:34]([CH:35]=2)=[CH:33][CH:32]=[CH:31][CH:30]=3)=[CH:21][C:18]=1/[CH:19]=[CH:2]/[C:1]([C:4]1[CH:5]=[CH:6][C:7]([S:10]([NH:13][CH3:14])(=[O:12])=[O:11])=[CH:8][CH:9]=1)=[O:3]. (7) Given the reactants [Si:1](Cl)([C:4]([CH3:7])([CH3:6])[CH3:5])([CH3:3])[CH3:2].[OH:9][C:10]1[CH:15]=[CH:14][C:13]([CH2:16][C:17]([O:19][CH2:20][C:21]2[CH:26]=[CH:25][CH:24]=[CH:23][CH:22]=2)=[O:18])=[CH:12][CH:11]=1.N1C=CN=C1, predict the reaction product. The product is: [Si:1]([O:9][C:10]1[CH:11]=[CH:12][C:13]([CH2:16][C:17]([O:19][CH2:20][C:21]2[CH:22]=[CH:23][CH:24]=[CH:25][CH:26]=2)=[O:18])=[CH:14][CH:15]=1)([C:4]([CH3:7])([CH3:6])[CH3:5])([CH3:3])[CH3:2]. (8) The product is: [NH2:12][C:6]1[C:5]2[C:9](=[CH:10][C:2]([C:22]3[S:23][C:24]4[C:30]([C:31]5[CH:32]=[CH:33][C:34]([Cl:37])=[CH:35][CH:36]=5)=[C:29]([C@H:38]([O:44][C:45]([CH3:48])([CH3:47])[CH3:46])[C:39]([O:41][CH2:42][CH3:43])=[O:40])[C:28]([CH3:49])=[CH:27][C:25]=4[N:26]=3)=[CH:3][CH:4]=2)[N:8]([CH3:11])[N:7]=1. Given the reactants Br[C:2]1[CH:10]=[C:9]2[C:5]([C:6]([NH2:12])=[N:7][N:8]2[CH3:11])=[CH:4][CH:3]=1.C(Cl)Cl.CC([O-])=O.[K+].Br[C:22]1[S:23][C:24]2[C:30]([C:31]3[CH:36]=[CH:35][C:34]([Cl:37])=[CH:33][CH:32]=3)=[C:29]([C@H:38]([O:44][C:45]([CH3:48])([CH3:47])[CH3:46])[C:39]([O:41][CH2:42][CH3:43])=[O:40])[C:28]([CH3:49])=[CH:27][C:25]=2[N:26]=1.C([O-])([O-])=O.[K+].[K+], predict the reaction product. (9) Given the reactants [C:1]1([CH:6]([N:10]2[CH2:19][CH2:18][C:17]3[C:12](=[CH:13][CH:14]=[CH:15][CH:16]=3)[CH2:11]2)[C:7](O)=[O:8])[CH2:5][CH2:4][CH2:3][CH:2]=1.CN(C(ON1N=NC2C=CC=NC1=2)=[N+](C)C)C.F[P-](F)(F)(F)(F)F.[NH2:44][C:45]1[CH:46]=[C:47]([CH:59]=[CH:60][C:61]=1[F:62])[CH2:48][C:49]1([C:52]([O:54][C:55]([CH3:58])([CH3:57])[CH3:56])=[O:53])[CH2:51][CH2:50]1, predict the reaction product. The product is: [C:1]1([CH:6]([N:10]2[CH2:19][CH2:18][C:17]3[C:12](=[CH:13][CH:14]=[CH:15][CH:16]=3)[CH2:11]2)[C:7]([NH:44][C:45]2[CH:46]=[C:47]([CH:59]=[CH:60][C:61]=2[F:62])[CH2:48][C:49]2([C:52]([O:54][C:55]([CH3:58])([CH3:57])[CH3:56])=[O:53])[CH2:50][CH2:51]2)=[O:8])[CH2:5][CH2:4][CH2:3][CH:2]=1.